The task is: Predict the reaction yield, written as a fraction of the theoretical maximum amount of product (1.0 means a 100% yield; for example, 0.34 means a 34% yield).. This data is from Reaction yield outcomes from USPTO patents with 853,638 reactions. The reactants are [F:1][C:2]1[CH:7]=[CH:6][C:5](B2OCCO2)=[CH:4][C:3]=1[C:13]([F:16])([F:15])[F:14].Br[C:18]([C:20]([F:23])([F:22])[F:21])=[CH2:19].C([O-])([O-])=O.[K+].[K+]. The catalyst is C1COCC1.O.Cl[Pd](Cl)([P](C1C=CC=CC=1)(C1C=CC=CC=1)C1C=CC=CC=1)[P](C1C=CC=CC=1)(C1C=CC=CC=1)C1C=CC=CC=1. The product is [F:1][C:2]1[CH:7]=[CH:6][C:5]([C:18]([C:20]([F:23])([F:22])[F:21])=[CH2:19])=[CH:4][C:3]=1[C:13]([F:14])([F:15])[F:16]. The yield is 0.233.